This data is from Full USPTO retrosynthesis dataset with 1.9M reactions from patents (1976-2016). The task is: Predict the reactants needed to synthesize the given product. (1) Given the product [CH:1]1([CH2:4][N:5]([CH3:30])[S:6]([C:9]2[CH:14]=[CH:13][C:12]([NH:15][C:16]3[CH:21]=[CH:20][C:19]([Cl:22])=[CH:18][C:17]=3[Cl:23])=[CH:11][C:10]=2[C:24]([F:26])([F:27])[F:25])(=[O:7])=[O:8])[CH2:3][CH2:2]1, predict the reactants needed to synthesize it. The reactants are: [CH:1]1([CH2:4][NH:5][S:6]([C:9]2[CH:14]=[CH:13][C:12]([NH:15][C:16]3[CH:21]=[CH:20][C:19]([Cl:22])=[CH:18][C:17]=3[Cl:23])=[CH:11][C:10]=2[C:24]([F:27])([F:26])[F:25])(=[O:8])=[O:7])[CH2:3][CH2:2]1.CI.[CH2:30]([N+](CCCC)(CCCC)CCCC)CCC.[OH-].[Na+]. (2) Given the product [CH2:1]([O:8][C:9]1[CH:27]=[CH:26][C:25]([I:28])=[CH:24][C:10]=1[CH2:11][C@@H:12]([C:21]([NH:40][C@H:39]([C:38]([O:37][CH2:30][C:31]1[CH:32]=[CH:33][CH:34]=[CH:35][CH:36]=1)=[O:48])[CH2:41][C:42]1[CH:47]=[CH:46][CH:45]=[CH:44][CH:43]=1)=[O:22])[NH:13][C:14]([O:16][C:17]([CH3:20])([CH3:19])[CH3:18])=[O:15])[C:2]1[CH:3]=[CH:4][CH:5]=[CH:6][CH:7]=1, predict the reactants needed to synthesize it. The reactants are: [CH2:1]([O:8][C:9]1[CH:27]=[CH:26][C:25]([I:28])=[CH:24][C:10]=1[CH2:11][C@@H:12]([C:21](O)=[O:22])[NH:13][C:14]([O:16][C:17]([CH3:20])([CH3:19])[CH3:18])=[O:15])[C:2]1[CH:7]=[CH:6][CH:5]=[CH:4][CH:3]=1.Cl.[CH2:30]([O:37][C:38](=[O:48])[C@H:39]([CH2:41][C:42]1[CH:47]=[CH:46][CH:45]=[CH:44][CH:43]=1)[NH2:40])[C:31]1[CH:36]=[CH:35][CH:34]=[CH:33][CH:32]=1.CN(C(ON1N=NC2C=CC=NC1=2)=[N+](C)C)C.F[P-](F)(F)(F)(F)F.C(N(C(C)C)CC)(C)C.